This data is from Full USPTO retrosynthesis dataset with 1.9M reactions from patents (1976-2016). The task is: Predict the reactants needed to synthesize the given product. (1) Given the product [C:12]1([S:18]([C:4]2[CH:3]=[C:2]([Cl:1])[CH:9]=[CH:8][C:5]=2[CH:6]=[O:7])(=[O:20])=[O:19])[CH:17]=[CH:16][CH:15]=[CH:14][CH:13]=1, predict the reactants needed to synthesize it. The reactants are: [Cl:1][C:2]1[CH:9]=[CH:8][C:5]([CH:6]=[O:7])=[C:4](F)[CH:3]=1.[Na+].[C:12]1([S:18]([O-:20])=[O:19])[CH:17]=[CH:16][CH:15]=[CH:14][CH:13]=1. (2) Given the product [CH3:22][C:23]1([CH3:32])[O:27][C@@H:26]([CH2:28][CH2:29][O:30]/[N:31]=[C:11]2\[NH:10][C@@H:9]([C:13]3[CH:18]=[CH:17][C:16]([F:19])=[CH:15][C:14]=3[Br:20])[CH2:8][C:6]3[N:7]=[C:2]([NH2:1])[N:3]=[C:4]([CH3:21])[C:5]\2=3)[CH2:25][O:24]1, predict the reactants needed to synthesize it. The reactants are: [NH2:1][C:2]1[N:3]=[C:4]([CH3:21])[C:5]2[C:11](=S)[NH:10][C@@H:9]([C:13]3[CH:18]=[CH:17][C:16]([F:19])=[CH:15][C:14]=3[Br:20])[CH2:8][C:6]=2[N:7]=1.[CH3:22][C:23]1([CH3:32])[O:27][C@@H:26]([CH2:28][CH2:29][O:30][NH2:31])[CH2:25][O:24]1. (3) Given the product [CH2:1]([O:3][C:4]([N:6]1[CH2:11][CH2:10][N:9]([C:12](=[O:43])[C@@H:13]([NH:19][C:20]([C:22]2[CH:26]=[C:25]([O:27][C:28]3([C:32](=[O:33])[NH2:44])[CH2:29][CH2:30][CH2:31]3)[N:24]([C:37]3[CH:38]=[CH:39][CH:40]=[CH:41][CH:42]=3)[N:23]=2)=[O:21])[CH2:14][CH2:15][C:16]([OH:18])=[O:17])[CH2:8][CH2:7]1)=[O:5])[CH3:2], predict the reactants needed to synthesize it. The reactants are: [CH2:1]([O:3][C:4]([N:6]1[CH2:11][CH2:10][N:9]([C:12](=[O:43])[C@@H:13]([NH:19][C:20]([C:22]2[CH:26]=[C:25]([O:27][C:28]3([C:32](OCC)=[O:33])[CH2:31][CH2:30][CH2:29]3)[N:24]([C:37]3[CH:42]=[CH:41][CH:40]=[CH:39][CH:38]=3)[N:23]=2)=[O:21])[CH2:14][CH2:15][C:16]([OH:18])=[O:17])[CH2:8][CH2:7]1)=[O:5])[CH3:2].[NH3:44]. (4) Given the product [Cl:11][C:9]1[C:8]([C:12]2[CH:17]=[CH:16][CH:15]=[CH:14][N:13]=2)=[CH:7][C:6](/[CH:18]=[CH:19]/[C:20]([N:37]2[CH:31]3[CH2:30][N:29]([CH2:28][C:27]4[CH:38]=[CH:39][C:24]([F:23])=[CH:25][CH:26]=4)[CH2:36][CH:35]2[CH2:34][O:33][CH2:32]3)=[O:22])=[C:5]([NH:4][C:1](=[O:3])[CH3:2])[CH:10]=1, predict the reactants needed to synthesize it. The reactants are: [C:1]([NH:4][C:5]1[CH:10]=[C:9]([Cl:11])[C:8]([C:12]2[CH:17]=[CH:16][CH:15]=[CH:14][N:13]=2)=[CH:7][C:6]=1/[CH:18]=[CH:19]/[C:20]([OH:22])=O)(=[O:3])[CH3:2].[F:23][C:24]1[CH:39]=[CH:38][C:27]([CH2:28][N:29]2[CH2:36][CH:35]3[NH:37][CH:31]([CH2:32][O:33][CH2:34]3)[CH2:30]2)=[CH:26][CH:25]=1. (5) The reactants are: [NH2:1][CH2:2][CH2:3][CH2:4][CH2:5][OH:6].C([O:9][C:10](=O)[C:11]([F:14])([F:13])[F:12])C. Given the product [F:12][C:11]([F:14])([F:13])[C:10]([NH:1][CH2:2][CH2:3][CH2:4][CH2:5][OH:6])=[O:9], predict the reactants needed to synthesize it. (6) Given the product [CH2:20]([O:27][C:28]1[CH:29]=[CH:30][C:31]([O:36][CH3:37])=[C:32]([CH2:33][C:16]#[N:17])[CH:35]=1)[C:21]1[CH:26]=[CH:25][CH:24]=[CH:23][CH:22]=1, predict the reactants needed to synthesize it. The reactants are: CC(C)([O-])C.[K+].C1(C)C(S([CH2:16][N+:17]#[C-])(=O)=O)=CC=CC=1.[CH2:20]([O:27][C:28]1[CH:29]=[CH:30][C:31]([O:36][CH3:37])=[C:32]([CH:35]=1)[CH:33]=O)[C:21]1[CH:26]=[CH:25][CH:24]=[CH:23][CH:22]=1.[Cl-].[NH4+].